From a dataset of Forward reaction prediction with 1.9M reactions from USPTO patents (1976-2016). Predict the product of the given reaction. (1) Given the reactants CO[C:3]1[C:8]([C:9]2[CH:13]=[CH:12][N:11]([CH3:14])[N:10]=2)=[CH:7][N:6]([C:15]2[C:20]([C:21]#[N:22])=[CH:19][CH:18]=[CH:17][N:16]=2)[C:5](=O)[C:4]=1[C:24]#[N:25].[OH2:26].[NH2:27][NH2:28].C(O)C, predict the reaction product. The product is: [NH2:25][C:24]1[C:4]2[C:5](=[O:26])[N:6]([C:15]3[N:16]=[CH:17][CH:18]=[CH:19][C:20]=3[C:21]#[N:22])[CH:7]=[C:8]([C:9]3[CH:13]=[CH:12][N:11]([CH3:14])[N:10]=3)[C:3]=2[NH:28][N:27]=1. (2) Given the reactants [CH2:1]([O:3][C:4]([CH:6]1[CH:11]2[CH:7]1[CH2:8][CH2:9][C:10]2=[O:12])=[O:5])[CH3:2].CCN(CC)CC.O([Si:28]([C:31]([CH3:34])([CH3:33])[CH3:32])([CH3:30])[CH3:29])S(C(F)(F)F)(=O)=O, predict the reaction product. The product is: [CH2:1]([O:3][C:4]([CH:6]1[CH:11]2[CH:7]1[CH2:8][CH:9]=[C:10]2[O:12][Si:28]([C:31]([CH3:34])([CH3:33])[CH3:32])([CH3:30])[CH3:29])=[O:5])[CH3:2]. (3) Given the reactants O.[OH-].[Li+].[C:4]([O:8][C:9]([NH:11][C:12]1[CH:13]=[CH:14][C:15]([O:24][CH2:25][O:26][CH2:27][CH3:28])=[C:16]([CH:18]=[CH:19][C:20]([O:22]C)=[O:21])[CH:17]=1)=[O:10])([CH3:7])([CH3:6])[CH3:5].CO.P([O-])([O-])([O-])=O, predict the reaction product. The product is: [C:4]([O:8][C:9]([NH:11][C:12]1[CH:13]=[CH:14][C:15]([O:24][CH2:25][O:26][CH2:27][CH3:28])=[C:16]([CH:18]=[CH:19][C:20]([OH:22])=[O:21])[CH:17]=1)=[O:10])([CH3:6])([CH3:7])[CH3:5]. (4) Given the reactants [OH:1][C:2]([CH3:24])([CH3:23])[CH:3]([NH:15]C(=O)OC(C)(C)C)[C:4]1[CH:9]=[CH:8][C:7]([O:10][C:11]([F:14])([F:13])[F:12])=[CH:6][CH:5]=1.[ClH:25].C(OCC)(=O)C, predict the reaction product. The product is: [ClH:25].[NH2:15][CH:3]([C:4]1[CH:9]=[CH:8][C:7]([O:10][C:11]([F:12])([F:13])[F:14])=[CH:6][CH:5]=1)[C:2]([CH3:24])([OH:1])[CH3:23]. (5) The product is: [CH2:21]([CH:9]1[C:10]2[C:15](=[CH:14][CH:13]=[C:12]([C:18]([NH:58][C@@H:59]([CH2:73][C:74]3[CH:75]=[C:76]([F:81])[CH:77]=[C:78]([F:80])[CH:79]=3)[C@H:60]([OH:72])[CH2:61][NH:62][CH2:63][C:64]3[CH:69]=[CH:68][CH:67]=[C:66]([CH2:70][CH3:71])[CH:65]=3)=[O:20])[CH:11]=2)[CH2:16][CH2:17][NH:8]1)[CH2:22][CH2:23][CH3:24]. Given the reactants C(OC([N:8]1[CH2:17][CH2:16][C:15]2[C:10](=[CH:11][C:12]([C:18]([OH:20])=O)=[CH:13][CH:14]=2)[CH:9]1[CH2:21][CH2:22][CH2:23][CH3:24])=O)(C)(C)C.C(N(CC)C(C)C)(C)C.CN(C(ON1N=NC2C=CC=CC1=2)=[N+](C)C)C.F[P-](F)(F)(F)(F)F.[NH2:58][C@@H:59]([CH2:73][C:74]1[CH:79]=[C:78]([F:80])[CH:77]=[C:76]([F:81])[CH:75]=1)[C@H:60]([OH:72])[CH2:61][NH:62][CH2:63][C:64]1[CH:69]=[CH:68][CH:67]=[C:66]([CH2:70][CH3:71])[CH:65]=1, predict the reaction product.